This data is from Experimentally validated miRNA-target interactions with 360,000+ pairs, plus equal number of negative samples. The task is: Binary Classification. Given a miRNA mature sequence and a target amino acid sequence, predict their likelihood of interaction. (1) The miRNA is dme-miR-276a-3p with sequence UAGGAACUUCAUACCGUGCUCU. The protein sequence of the target gene is MAAYHIRQYQEKDHKRVLELFSSGMKELIPAAIRQMLTLPHSLLLLPGVPVTIVLMSASWLLATLYSFLFLLCLWLIFWISCRNYVAKSLQADLADITKSYLNAHGSFWVAESGDQVVGMVGAQPVKDPPLGKKQMQLFRLSVSSQHRGQGIAKALVRTVLQFARDQGYSDVVLETGSVQHSAQALYQAMGFQKTGQYFVSISKKLMGLSILQFSYSLPFASGPGYSGKYLKKGPIPC. Result: 0 (no interaction). (2) The miRNA is hsa-miR-93-5p with sequence CAAAGUGCUGUUCGUGCAGGUAG. The protein sequence of the target gene is MVKFPALTHYWPLIRFLVPLGITNIAIDFGEQALNRGIAAVKEDAVEMLASYGLAYSLMKFFTGPMSDFKNVGLVFVNSKRDRTKAVLCMVVAGAIAAVFHTLIAYSDLGYYIINKLHHVDESVGSKTRRAFLYLAAFPFMDAMAWTHAGILLKHKYSFLVGCASISDVIAQVVFVAILLHSHLECREPLLIPILSLYMGALVRCTTLCLGYYKNIHDIIPDRSGPELGGDATIRKMLSFWWPLALILATQRISRPIVNLFVSRDLGGSSAATEAVAILTATYPVGHMPYGWLTEIRAVY.... Result: 1 (interaction). (3) The miRNA is mmu-miR-1928 with sequence AGCUACAUUGCCAGCUC. The protein sequence of the target gene is MAAAAELSLLEKSLGLSKGNKYSAQGERQIPVLQTNNGPSLTGLTTIAAHLVKQANKEYLLGSTAEEKAIVQQWLEYRVTQVDGHSSKNDIHTLLKDLNSYLEDKVYLTGYNFTLADILLYYGLHRFIVDLTVQEKEKYLNVSRWFCHIQHYPGIRQHLSSVVFIKNRLYTNSH. Result: 0 (no interaction). (4) The miRNA is hsa-miR-4502 with sequence GCUGAUGAUGAUGGUGCUGAAG. The protein sequence of the target gene is MPEDQAGAAMEEASPYSLLDICLNFLTTHLEKFCSARQDGTLCLQEPGVFPQEVADRLLRTMAFHGLLNDGTVGIFRGNQMRLKRACIRKAKISAVAFRKAFCHHKLVELDATGVNADITITDIISGLGSNKWIQQNLQCLVLNSLTLSLEDPYERCFSRLSGLRALSITNVLFYNEDLAEVASLPRLESLDISNTSITDITALLACKDRLKSLTMHHLKCLKMTTTQILDVVRELKHLNHLDISDDKQFTSDIALRLLEQKDILPNLVSLDVSGRKHVTDKAVEAFIQQRPSMQFVGLL.... Result: 0 (no interaction). (5) The miRNA is hsa-miR-1298-3p with sequence CAUCUGGGCAACUGACUGAAC. Result: 0 (no interaction). The protein sequence of the target gene is MKPTGTDPRILSIAAEVAKSPEQNVPVILLKLKEIINITPLGSSELKKIKQDIYCYDLIQYCLLVLSQDYSRIQGGWTTISQLTQILSHCCVGLEPGEDAEEFYNELLPSAAENFLVLGRQLQTCFINAAKAEEKDELLHFFQIVTDSLFWLLGGHVELIQNVLQSDHFLHLLQADNVQIGSAVMMMLQNILQINSGDLLRIGRKALYSILDEVIFKLFSTPSPVIRSTATKLLLLMAESHQEILILLRQSTCYKGLRRLLSKQETGTEFSQELRQLVGLLSPMVYQEVEEQKLHQAACL.... (6) The protein sequence of the target gene is MARLWGALSLWPLWAAVPWGGAAAVGVRACSSTAAPDGVEGPALRRSYWRHLRRLVLGPPEPPFSHVCQVGDPVLRGVAAPVERAQLGGPELQRLTQRLVQVMRRRRCVGLSAPQLGVPRQVLALELPEALCRECPPRQRALRQMEPFPLRVFVNPSLRVLDSRLVTFPEGCESVAGFLACVPRFQAVQISGLDPNGEQVVWQASGWAARIIQHEMDHLQGCLFIDKMDSRTFTNVYWMKVND. Result: 1 (interaction). The miRNA is hsa-miR-16-5p with sequence UAGCAGCACGUAAAUAUUGGCG.